This data is from Forward reaction prediction with 1.9M reactions from USPTO patents (1976-2016). The task is: Predict the product of the given reaction. Given the reactants Cl[C:2]1[C:11]2[C:6](=[CH:7][CH:8]=[C:9]([C:12]([C:20]3[C:21]([CH3:27])=[N:22][C:23]([CH3:26])=[CH:24][CH:25]=3)([C:14]3[N:18]([CH3:19])[N:17]=[N:16][CH:15]=3)[OH:13])[CH:10]=2)[N:5]=[C:4]([O:28][CH3:29])[C:3]=1[CH2:30][C:31]1[CH:36]=[CH:35][C:34]([C:37]([F:40])([F:39])[F:38])=[CH:33][CH:32]=1.C1(P(C2CCCCC2)C2C=CC=CC=2C2C(C(C)C)=CC(C(C)C)=CC=2C(C)C)CCCCC1.C[C:76]([N:78](C)C)=O, predict the reaction product. The product is: [CH3:27][C:21]1[C:20]([C:12]([OH:13])([C:14]2[N:18]([CH3:19])[N:17]=[N:16][CH:15]=2)[C:9]2[CH:10]=[C:11]3[C:6](=[CH:7][CH:8]=2)[N:5]=[C:4]([O:28][CH3:29])[C:3]([CH2:30][C:31]2[CH:36]=[CH:35][C:34]([C:37]([F:40])([F:38])[F:39])=[CH:33][CH:32]=2)=[C:2]3[C:76]#[N:78])=[CH:25][CH:24]=[C:23]([CH3:26])[N:22]=1.